From a dataset of NCI-60 drug combinations with 297,098 pairs across 59 cell lines. Regression. Given two drug SMILES strings and cell line genomic features, predict the synergy score measuring deviation from expected non-interaction effect. (1) Drug 1: CC1C(C(CC(O1)OC2CC(CC3=C2C(=C4C(=C3O)C(=O)C5=C(C4=O)C(=CC=C5)OC)O)(C(=O)C)O)N)O.Cl. Drug 2: CC(C)CN1C=NC2=C1C3=CC=CC=C3N=C2N. Cell line: CAKI-1. Synergy scores: CSS=35.0, Synergy_ZIP=-5.40, Synergy_Bliss=-1.15, Synergy_Loewe=-32.5, Synergy_HSA=-0.659. (2) Drug 1: CC1=CC=C(C=C1)C2=CC(=NN2C3=CC=C(C=C3)S(=O)(=O)N)C(F)(F)F. Drug 2: CC1CCC2CC(C(=CC=CC=CC(CC(C(=O)C(C(C(=CC(C(=O)CC(OC(=O)C3CCCCN3C(=O)C(=O)C1(O2)O)C(C)CC4CCC(C(C4)OC)OCCO)C)C)O)OC)C)C)C)OC. Cell line: SR. Synergy scores: CSS=10.4, Synergy_ZIP=5.17, Synergy_Bliss=7.78, Synergy_Loewe=2.98, Synergy_HSA=1.81. (3) Drug 1: CC1=C2C(C(=O)C3(C(CC4C(C3C(C(C2(C)C)(CC1OC(=O)C(C(C5=CC=CC=C5)NC(=O)C6=CC=CC=C6)O)O)OC(=O)C7=CC=CC=C7)(CO4)OC(=O)C)O)C)OC(=O)C. Drug 2: C1CN(CCN1C(=O)CCBr)C(=O)CCBr. Cell line: SF-268. Synergy scores: CSS=38.4, Synergy_ZIP=-1.68, Synergy_Bliss=0.124, Synergy_Loewe=-20.0, Synergy_HSA=0.250.